This data is from Full USPTO retrosynthesis dataset with 1.9M reactions from patents (1976-2016). The task is: Predict the reactants needed to synthesize the given product. (1) Given the product [NH2:9][C:3]1[N:4]=[CH:5][N:6]=[C:7]([NH:10][CH:11]2[CH2:12][C:13]3([CH2:18][CH2:17][N:16]([C:19](=[O:21])[C:42]#[CH:43])[CH2:15]3)[CH2:14]2)[C:2]=1[C:30]1[CH:31]=[CH:32][C:27]([O:26][C:33]2[CH:38]=[CH:37][CH:36]=[CH:35][CH:34]=2)=[CH:28][CH:29]=1, predict the reactants needed to synthesize it. The reactants are: Cl[C:2]1[C:3]([NH2:9])=[N:4][CH:5]=[N:6][C:7]=1Cl.[NH2:10][CH:11]1[CH2:14][C:13]2([CH2:18][CH2:17][N:16]([C:19]([O:21]C(C)(C)C)=O)[CH2:15]2)[CH2:12]1.[O:26]([C:33]1[CH:38]=[CH:37][C:36](B(O)O)=[CH:35][CH:34]=1)[C:27]1[CH:32]=[CH:31][CH:30]=[CH:29][CH:28]=1.[C:42](O)(=O)[C:43]#C. (2) The reactants are: [NH2:1][C:2]1[C:3]([C:14]([OH:16])=[O:15])=[N:4][C:5]([O:12][CH3:13])=[C:6]([C:8]([F:11])([F:10])[F:9])[CH:7]=1.OS(O)(=O)=O.O.[C:23]([O-])(O)=O.[Na+]. Given the product [NH2:1][C:2]1[C:3]([C:14]([O:16][CH3:23])=[O:15])=[N:4][C:5]([O:12][CH3:13])=[C:6]([C:8]([F:9])([F:10])[F:11])[CH:7]=1, predict the reactants needed to synthesize it. (3) Given the product [N:25]1[N:26]=[CH:27][N:28]2[CH2:33][CH2:32][N:31]([C:19]([C:18]3[CH:17]=[N:16][C:15]([O:14][CH2:13][C:3]4[C:4]([C:7]5[CH:8]=[CH:9][CH:10]=[CH:11][CH:12]=5)=[N:5][O:6][C:2]=4[CH3:1])=[CH:23][CH:22]=3)=[O:21])[CH2:30][C:29]=12, predict the reactants needed to synthesize it. The reactants are: [CH3:1][C:2]1[O:6][N:5]=[C:4]([C:7]2[CH:12]=[CH:11][CH:10]=[CH:9][CH:8]=2)[C:3]=1[CH2:13][O:14][C:15]1[CH:23]=[CH:22][C:18]([C:19]([OH:21])=O)=[CH:17][N:16]=1.Cl.[N:25]1[N:26]=[CH:27][N:28]2[CH2:33][CH2:32][NH:31][CH2:30][C:29]=12.